This data is from Reaction yield outcomes from USPTO patents with 853,638 reactions. The task is: Predict the reaction yield, written as a fraction of the theoretical maximum amount of product (1.0 means a 100% yield; for example, 0.34 means a 34% yield). (1) The reactants are [OH:1][C:2]1[CH:9]=[C:8]([O:10][CH3:11])[CH:7]=[CH:6][C:3]=1[CH:4]=O.C([O-])(=O)C.[Na+].[N+:17](CC)([O-])=O. The catalyst is C(O)(=O)C. The product is [OH:1][C:2]1[CH:9]=[C:8]([O:10][CH3:11])[CH:7]=[CH:6][C:3]=1[C:4]#[N:17]. The yield is 0.860. (2) The reactants are [C:1]([O:5][C:6]([NH:8][C@:9]1([C:14]([OH:16])=O)[CH2:11][C@H:10]1[CH:12]=[CH2:13])=[O:7])([CH3:4])([CH3:3])[CH3:2].C1N=CN(C(N2C=NC=C2)=O)C=1.[F:29][CH2:30][C:31]1([S:34]([NH2:37])(=[O:36])=[O:35])[CH2:33][CH2:32]1.C1CCN2C(=NCCC2)CC1. The catalyst is CN(C=O)C. The product is [F:29][CH2:30][C:31]1([S:34]([NH:37][C:14]([C@@:9]2([NH:8][C:6](=[O:7])[O:5][C:1]([CH3:2])([CH3:3])[CH3:4])[CH2:11][C@H:10]2[CH:12]=[CH2:13])=[O:16])(=[O:36])=[O:35])[CH2:33][CH2:32]1. The yield is 0.960. (3) The reactants are [CH2:1]([O:8][C@@H:9]1[C@@H:14]([O:15][CH2:16][C:17]2[CH:22]=[CH:21][CH:20]=[CH:19][CH:18]=2)[C@H:13]([O:23][CH2:24][C:25]2[CH:30]=[CH:29][CH:28]=[CH:27][CH:26]=2)[C@@H:12]([CH2:31][O:32][CH2:33][C:34]2[CH:39]=[CH:38][CH:37]=[CH:36][CH:35]=2)[S:11][C:10]1([C:41]1[CH:46]=[CH:45][C:44]([Br:47])=[C:43]([CH2:48][C:49]2[CH:58]=[CH:57][C:52]3[O:53][CH2:54][CH2:55][O:56][C:51]=3[CH:50]=2)[CH:42]=1)O)[C:2]1[CH:7]=[CH:6][CH:5]=[CH:4][CH:3]=1.ClCCl.C([SiH](CC)CC)C.B(F)(F)F.CCOCC. The catalyst is C(#N)C. The product is [Br:47][C:44]1[CH:45]=[CH:46][C:41]([C@H:10]2[C@H:9]([O:8][CH2:1][C:2]3[CH:7]=[CH:6][CH:5]=[CH:4][CH:3]=3)[C@@H:14]([O:15][CH2:16][C:17]3[CH:22]=[CH:21][CH:20]=[CH:19][CH:18]=3)[C@H:13]([O:23][CH2:24][C:25]3[CH:26]=[CH:27][CH:28]=[CH:29][CH:30]=3)[C@@H:12]([CH2:31][O:32][CH2:33][C:34]3[CH:39]=[CH:38][CH:37]=[CH:36][CH:35]=3)[S:11]2)=[CH:42][C:43]=1[CH2:48][C:49]1[CH:58]=[CH:57][C:52]2[O:53][CH2:54][CH2:55][O:56][C:51]=2[CH:50]=1. The yield is 0.620.